From a dataset of Full USPTO retrosynthesis dataset with 1.9M reactions from patents (1976-2016). Predict the reactants needed to synthesize the given product. (1) The reactants are: [CH3:1][CH:2]1[CH2:6][CH2:5][CH2:4][N:3]1[C:7]1[C:8]([C:21]2[CH:26]=[CH:25][CH:24]=[CH:23][CH:22]=2)=[N:9][C:10]2[C:15]([N:16]=1)=[CH:14][C:13]([C:17]([O:19]C)=[O:18])=[CH:12][CH:11]=2.[OH-].[Na+]. Given the product [CH3:1][CH:2]1[CH2:6][CH2:5][CH2:4][N:3]1[C:7]1[C:8]([C:21]2[CH:26]=[CH:25][CH:24]=[CH:23][CH:22]=2)=[N:9][C:10]2[C:15]([N:16]=1)=[CH:14][C:13]([C:17]([OH:19])=[O:18])=[CH:12][CH:11]=2, predict the reactants needed to synthesize it. (2) Given the product [OH:11][C:3]1[CH:4]=[CH:5][C:6]([N+:8]([O-:10])=[O:9])=[CH:7][C:2]=1[NH:1][C:15](=[O:16])[CH2:12][CH2:13][CH3:14], predict the reactants needed to synthesize it. The reactants are: [NH2:1][C:2]1[CH:7]=[C:6]([N+:8]([O-:10])=[O:9])[CH:5]=[CH:4][C:3]=1[OH:11].[CH2:12]([C:15](Cl)=[O:16])[CH2:13][CH3:14].N1C=CC=CC=1. (3) Given the product [Br:1][C:2]1[CH:3]=[C:4]([N:9]2[CH2:14][CH2:15][CH2:16][NH:11][S:10]2(=[O:13])=[O:12])[C:5]([CH3:8])=[N:6][CH:7]=1, predict the reactants needed to synthesize it. The reactants are: [Br:1][C:2]1[CH:3]=[C:4]([N:9]([CH2:14][CH2:15][CH2:16]Cl)[S:10](=[O:13])(=[O:12])[NH2:11])[C:5]([CH3:8])=[N:6][CH:7]=1.C(=O)([O-])[O-].[K+].[K+]. (4) Given the product [NH2:32][C@:28]1([CH2:29][OH:30])[CH2:34][CH2:35][C@H:26]([C:21]2[CH:20]=[CH:19][C:18]3[CH2:17][C@H:16]([CH2:14][CH2:15][C:8]4[CH:13]=[CH:12][CH:11]=[CH:10][N:9]=4)[CH2:25][CH2:24][C:23]=3[CH:22]=2)[CH2:27]1, predict the reactants needed to synthesize it. The reactants are: C(=O)([O-])[O-].[Cs+].[Cs+].Br[C:8]1[CH:13]=[CH:12][CH:11]=[CH:10][N:9]=1.[C:14]([C@@H:16]1[CH2:25][CH2:24][C:23]2[CH:22]=[C:21]([C@H:26]3[CH2:35][CH2:34][C@@:28]4([NH:32]C(=O)[O:30][CH2:29]4)[CH2:27]3)[CH:20]=[CH:19][C:18]=2[CH2:17]1)#[CH:15]. (5) The reactants are: [OH-].[Li+].[Br:3][C:4]1[CH:5]=[C:6]([CH2:23][C:24]([NH:26][C@@H:27]([CH2:32][C:33]2[CH:38]=[CH:37][CH:36]=[CH:35][CH:34]=2)[C:28]([O:30]C)=[O:29])=[O:25])[CH:7]=[C:8]([Br:22])[C:9]=1[O:10][CH2:11][C:12]1[CH:17]=[C:16]([NH:18][CH2:19][CH3:20])[CH:15]=[C:14]([Cl:21])[CH:13]=1. Given the product [Br:3][C:4]1[CH:5]=[C:6]([CH2:23][C:24]([NH:26][C@@H:27]([CH2:32][C:33]2[CH:34]=[CH:35][CH:36]=[CH:37][CH:38]=2)[C:28]([OH:30])=[O:29])=[O:25])[CH:7]=[C:8]([Br:22])[C:9]=1[O:10][CH2:11][C:12]1[CH:17]=[C:16]([NH:18][CH2:19][CH3:20])[CH:15]=[C:14]([Cl:21])[CH:13]=1, predict the reactants needed to synthesize it. (6) The reactants are: Cl[C:2]1[N:7]=[C:6]([O:8][C:9]2[CH:21]=[CH:20][C:12]([CH2:13][C@H:14]3[CH2:18][O:17][C:16](=[O:19])[NH:15]3)=[CH:11][CH:10]=2)[CH:5]=[CH:4][CH:3]=1.C(N(CC)C(C)C)(C)C.[H][H]. Given the product [N:7]1[CH:2]=[CH:3][CH:4]=[CH:5][C:6]=1[O:8][C:9]1[CH:10]=[CH:11][C:12]([CH2:13][C@H:14]2[CH2:18][O:17][C:16](=[O:19])[NH:15]2)=[CH:20][CH:21]=1, predict the reactants needed to synthesize it.